This data is from Reaction yield outcomes from USPTO patents with 853,638 reactions. The task is: Predict the reaction yield, written as a fraction of the theoretical maximum amount of product (1.0 means a 100% yield; for example, 0.34 means a 34% yield). The catalyst is C1COCC1. The product is [CH:14]1([C:17]2[NH:21][N:20]=[C:19]([NH:22][C:2]3[C:3]([N+:11]([O-:13])=[O:12])=[C:4]([CH:7]=[C:8]([F:10])[CH:9]=3)[C:5]#[N:6])[CH:18]=2)[CH2:16][CH2:15]1. The yield is 0.610. The reactants are F[C:2]1[C:3]([N+:11]([O-:13])=[O:12])=[C:4]([CH:7]=[C:8]([F:10])[CH:9]=1)[C:5]#[N:6].[CH:14]1([C:17]2[NH:21][N:20]=[C:19]([NH2:22])[CH:18]=2)[CH2:16][CH2:15]1.CCN(C(C)C)C(C)C.